Dataset: Catalyst prediction with 721,799 reactions and 888 catalyst types from USPTO. Task: Predict which catalyst facilitates the given reaction. (1) Reactant: [CH3:1][O:2][C:3]([C@H:5]1[C@H:9]([C:10]2[CH:15]=[CH:14][CH:13]=[C:12]([Cl:16])[C:11]=2[F:17])[C@:8]([C:20]2[CH:25]=[CH:24][C:23]([Cl:26])=[CH:22][C:21]=2[F:27])([C:18]#[N:19])[C@H:7]([CH2:28][C:29]([CH3:32])([CH3:31])[CH3:30])[NH:6]1)=[O:4].C=O.[C:35](O[BH-](OC(=O)C)OC(=O)C)(=O)C.[Na+]. Product: [CH3:1][O:2][C:3]([C@H:5]1[C@H:9]([C:10]2[CH:15]=[CH:14][CH:13]=[C:12]([Cl:16])[C:11]=2[F:17])[C@:8]([C:20]2[CH:25]=[CH:24][C:23]([Cl:26])=[CH:22][C:21]=2[F:27])([C:18]#[N:19])[C@H:7]([CH2:28][C:29]([CH3:32])([CH3:31])[CH3:30])[N:6]1[CH3:35])=[O:4]. The catalyst class is: 86. (2) Reactant: [CH3:1][C:2]1([CH3:19])[C:6]([CH3:8])([CH3:7])[O:5][B:4]([C:9]2[CH:18]=[CH:17][C:12]([O:13][CH2:14][CH2:15][OH:16])=[CH:11][CH:10]=2)[O:3]1.C(N(CC)CC)C.[C:27]1(C)[CH:32]=[CH:31][C:30]([S:33](Cl)(=[O:35])=[O:34])=[CH:29][CH:28]=1. Product: [C:30]1([S:33]([O:16][CH2:15][CH2:14][O:13][C:12]2[CH:17]=[CH:18][C:9]([B:4]3[O:3][C:2]([CH3:19])([CH3:1])[C:6]([CH3:7])([CH3:8])[O:5]3)=[CH:10][CH:11]=2)(=[O:35])=[O:34])[CH:31]=[CH:32][CH:27]=[CH:28][CH:29]=1. The catalyst class is: 119.